Dataset: Forward reaction prediction with 1.9M reactions from USPTO patents (1976-2016). Task: Predict the product of the given reaction. Given the reactants [H-].[Na+].[C:3]1([OH:9])[CH:8]=[CH:7][CH:6]=[CH:5][CH:4]=1.Br[CH:11]([CH3:17])[C:12]([O:14][CH2:15][CH3:16])=[O:13], predict the reaction product. The product is: [O:9]([CH:11]([CH3:17])[C:12]([O:14][CH2:15][CH3:16])=[O:13])[C:3]1[CH:8]=[CH:7][CH:6]=[CH:5][CH:4]=1.